This data is from Reaction yield outcomes from USPTO patents with 853,638 reactions. The task is: Predict the reaction yield, written as a fraction of the theoretical maximum amount of product (1.0 means a 100% yield; for example, 0.34 means a 34% yield). The reactants are Br.[CH2:2]([C:4]1[N:5]=[C:6]([C@@H:9]([NH2:20])[CH2:10][C:11]2[CH:16]=[CH:15][C:14]([N+:17]([O-:19])=[O:18])=[CH:13][CH:12]=2)[S:7][CH:8]=1)[CH3:3].CCN(CC)CC.[CH2:28]([N:35]=[C:36]=[O:37])[C:29]1[CH:34]=[CH:33][CH:32]=[CH:31][CH:30]=1. The catalyst is C(Cl)Cl. The product is [CH2:28]([NH:35][C:36]([NH:20][C@H:9]([C:6]1[S:7][CH:8]=[C:4]([CH2:2][CH3:3])[N:5]=1)[CH2:10][C:11]1[CH:16]=[CH:15][C:14]([N+:17]([O-:19])=[O:18])=[CH:13][CH:12]=1)=[O:37])[C:29]1[CH:34]=[CH:33][CH:32]=[CH:31][CH:30]=1. The yield is 0.960.